From a dataset of Peptide-MHC class II binding affinity with 134,281 pairs from IEDB. Regression. Given a peptide amino acid sequence and an MHC pseudo amino acid sequence, predict their binding affinity value. This is MHC class II binding data. (1) The peptide sequence is AAATAGTTVYGAFEA. The MHC is HLA-DPA10103-DPB10601 with pseudo-sequence HLA-DPA10103-DPB10601. The binding affinity (normalized) is 0.116. (2) The peptide sequence is GNCTTNILEAKYWCP. The MHC is DRB4_0103 with pseudo-sequence DRB4_0103. The binding affinity (normalized) is 0.471.